Regression. Given a peptide amino acid sequence and an MHC pseudo amino acid sequence, predict their binding affinity value. This is MHC class II binding data. From a dataset of Peptide-MHC class II binding affinity with 134,281 pairs from IEDB. The MHC is DRB1_1101 with pseudo-sequence DRB1_1101. The binding affinity (normalized) is 0.0791. The peptide sequence is QVESTAGSLQGQWRG.